Dataset: Full USPTO retrosynthesis dataset with 1.9M reactions from patents (1976-2016). Task: Predict the reactants needed to synthesize the given product. Given the product [C:1]([O:4][CH2:5][C:6]([CH3:45])([CH3:44])[CH2:7][N:8]1[C:14]2[CH:15]=[CH:16][C:17]([Cl:19])=[CH:18][C:13]=2[C@@H:12]([C:20]2[CH:25]=[CH:24][CH:23]=[C:22]([O:26][CH3:27])[C:21]=2[O:28][CH3:29])[O:11][C@H:10]([CH2:30][C:31]2[S:55][C:35]([CH2:36][C:37]([O:39][CH2:40][CH3:41])=[O:38])=[CH:34][N:33]=2)[C:9]1=[O:43])(=[O:3])[CH3:2], predict the reactants needed to synthesize it. The reactants are: [C:1]([O:4][CH2:5][C:6]([CH3:45])([CH3:44])[CH2:7][N:8]1[C:14]2[CH:15]=[CH:16][C:17]([Cl:19])=[CH:18][C:13]=2[C@@H:12]([C:20]2[CH:25]=[CH:24][CH:23]=[C:22]([O:26][CH3:27])[C:21]=2[O:28][CH3:29])[O:11][C@H:10]([CH2:30][C:31]([NH:33][CH2:34][C:35](=O)[CH2:36][C:37]([O:39][CH2:40][CH3:41])=[O:38])=O)[C:9]1=[O:43])(=[O:3])[CH3:2].COC1C=CC(P2(SP(C3C=CC(OC)=CC=3)(=S)S2)=[S:55])=CC=1.